Dataset: Buchwald-Hartwig C-N cross coupling reaction yields with 55,370 reactions. Task: Predict the reaction yield, written as a fraction of the theoretical maximum amount of product (1.0 means a 100% yield; for example, 0.34 means a 34% yield). (1) The reactants are CCc1ccc(I)cc1.Cc1ccc(N)cc1.O=S(=O)(O[Pd]1c2ccccc2-c2ccccc2N~1)C(F)(F)F.CC(C)c1cc(C(C)C)c(-c2ccccc2P(C2CCCCC2)C2CCCCC2)c(C(C)C)c1.CCN=P(N=P(N(C)C)(N(C)C)N(C)C)(N(C)C)N(C)C.COC(=O)c1cc(-c2cccs2)on1. No catalyst specified. The product is CCc1ccc(Nc2ccc(C)cc2)cc1. The yield is 0.314. (2) The reactants are FC(F)(F)c1ccc(Br)cc1.Cc1ccc(N)cc1.O=S(=O)(O[Pd]1c2ccccc2-c2ccccc2N~1)C(F)(F)F.COc1ccc(OC)c(P([C@]23C[C@H]4C[C@H](C[C@H](C4)C2)C3)[C@]23C[C@H]4C[C@H](C[C@H](C4)C2)C3)c1-c1c(C(C)C)cc(C(C)C)cc1C(C)C.CN(C)C(=NC(C)(C)C)N(C)C.CCOC(=O)c1ccon1. No catalyst specified. The product is Cc1ccc(Nc2ccc(C(F)(F)F)cc2)cc1. The yield is 0.344. (3) The reactants are Ic1ccccn1.Cc1ccc(N)cc1.O=S(=O)(O[Pd]1c2ccccc2-c2ccccc2N~1)C(F)(F)F.COc1ccc(OC)c(P(C(C)(C)C)C(C)(C)C)c1-c1c(C(C)C)cc(C(C)C)cc1C(C)C.CN1CCCN2CCCN=C12.c1ccc(-c2ccon2)cc1. No catalyst specified. The product is Cc1ccc(Nc2ccccn2)cc1. The yield is 0.924.